This data is from Clinical trial toxicity outcomes and FDA approval status for drugs. The task is: Regression/Classification. Given a drug SMILES string, predict its toxicity properties. Task type varies by dataset: regression for continuous values (e.g., LD50, hERG inhibition percentage) or binary classification for toxic/non-toxic outcomes (e.g., AMES mutagenicity, cardiotoxicity, hepatotoxicity). Dataset: clintox. The drug is CC(C)Cc1ccc(C(C)C(=O)[O-])cc1. The result is 0 (passed clinical trial).